From a dataset of Retrosynthesis with 50K atom-mapped reactions and 10 reaction types from USPTO. Predict the reactants needed to synthesize the given product. (1) Given the product CCOCCn1c(N2CCCN(CCC3(c4ccccc4)CCN(C(=O)c4cc(-n5cnnn5)ccc4S(C)(=O)=O)C3)CC2)nc2ccccc21, predict the reactants needed to synthesize it. The reactants are: CCOCCn1c(N2CCCN(CCC3(c4ccccc4)CCNC3)CC2)nc2ccccc21.CS(=O)(=O)c1ccc(-n2cnnn2)cc1C(=O)O. (2) Given the product Cn1nc(C(=O)Nc2cccc(Cl)c2)c2c1-c1cc(Cl)ccc1OC2, predict the reactants needed to synthesize it. The reactants are: Cn1nc(C(=O)O)c2c1-c1cc(Cl)ccc1OC2.Nc1cccc(Cl)c1. (3) Given the product Cc1cc(CNC[C@H](O)c2ccc(O)c3[nH]c(=O)ccc23)ccc1OCCOC(=O)c1ccc(COc2cccc([C@@H](NC(=O)O[C@H]3CN4CCC3CC4)c3ccccc3)c2)cc1, predict the reactants needed to synthesize it. The reactants are: Cc1cc(C=O)ccc1OCCOC(=O)c1ccc(COc2cccc([C@@H](NC(=O)O[C@H]3CN4CCC3CC4)c3ccccc3)c2)cc1.NC[C@H](O)c1ccc(O)c2[nH]c(=O)ccc12. (4) Given the product CCc1nc2ccc(-n3ccc(OCc4ccc(C(F)(F)F)s4)cc3=O)cc2n1C, predict the reactants needed to synthesize it. The reactants are: CCc1nc2ccc(-n3ccc(O)cc3=O)cc2n1C.OCc1ccc(C(F)(F)F)s1. (5) The reactants are: FC(F)(F)c1nc(Cl)cc(OC2CCC3(CC2)OCCO3)n1.OCCO. Given the product OCCOc1cc(OC2CCC3(CC2)OCCO3)nc(C(F)(F)F)n1, predict the reactants needed to synthesize it. (6) Given the product O=C(CC(F)(F)F)NNc1nncc(N2CCC(c3ccccc3)CC2)c1Cl, predict the reactants needed to synthesize it. The reactants are: NNc1nncc(N2CCC(c3ccccc3)CC2)c1Cl.O=C(Cl)CC(F)(F)F. (7) Given the product COC(=O)c1ccc(CN[C@H](C)c2ccccc2F)cc1, predict the reactants needed to synthesize it. The reactants are: COC(=O)c1ccc(CBr)cc1.C[C@@H](N)c1ccccc1F. (8) Given the product Cc1[nH]c2c(c1Cc1ccc(S(=O)(=O)N3CCOCC3)cc1)C(=O)CC(C)(C)C2, predict the reactants needed to synthesize it. The reactants are: Cc1[nH]c2c(c1C(O)c1ccc(S(=O)(=O)N3CCOCC3)cc1)C(=O)CC(C)(C)C2. (9) Given the product C=CCOc1cc(N2CCOCC2)ccc1C(C)=O, predict the reactants needed to synthesize it. The reactants are: C1COCCN1.C=CCOc1cc(F)ccc1C(C)=O. (10) The reactants are: Cc1c(C=O)ccnc1Cl.NC1CC1. Given the product Cc1c(CNC2CC2)ccnc1Cl, predict the reactants needed to synthesize it.